Task: Predict the reaction yield, written as a fraction of the theoretical maximum amount of product (1.0 means a 100% yield; for example, 0.34 means a 34% yield).. Dataset: Reaction yield outcomes from USPTO patents with 853,638 reactions (1) The reactants are [NH2:1][C:2]1[CH:7]=[N:6][CH:5]=[CH:4][N:3]=1.[N+:8]([C:10]1[CH:19]=[CH:18][C:13]2[O:14][CH2:15][CH2:16][O:17][C:12]=2[CH:11]=1)#[C-:9].[F:20][C:21]1[C:22]([CH:27]=O)=[N:23][CH:24]=[CH:25][CH:26]=1.[Cl-].[In+3].[Cl-].[Cl-]. The catalyst is C1(C)C=CC=CC=1. The product is [O:14]1[CH2:15][CH2:16][O:17][C:12]2[CH:11]=[C:10]([NH:8][C:9]3[N:3]4[CH:4]=[CH:5][N:6]=[CH:7][C:2]4=[N:1][C:27]=3[C:22]3[C:21]([F:20])=[CH:26][CH:25]=[CH:24][N:23]=3)[CH:19]=[CH:18][C:13]1=2. The yield is 0.180. (2) The catalyst is CN(C=O)C.CCOC(C)=O. The yield is 0.110. The product is [CH2:27]([C:19]1[N:18]([C:7]2[N:6]=[C:5]3[C:10]([N:11]=[C:3]([CH2:2][N:30]4[CH2:33][CH:32]([N:34]5[CH2:39][CH2:38][O:37][CH2:36][CH2:35]5)[CH2:31]4)[N:4]3[CH3:29])=[C:9]([N:12]3[CH2:17][CH2:16][O:15][CH2:14][CH2:13]3)[N:8]=2)[C:22]2[CH:23]=[CH:24][CH:25]=[CH:26][C:21]=2[N:20]=1)[CH3:28]. The reactants are Cl[CH2:2][C:3]1[N:4]([CH3:29])[C:5]2[C:10]([N:11]=1)=[C:9]([N:12]1[CH2:17][CH2:16][O:15][CH2:14][CH2:13]1)[N:8]=[C:7]([N:18]1[C:22]3[CH:23]=[CH:24][CH:25]=[CH:26][C:21]=3[N:20]=[C:19]1[CH2:27][CH3:28])[N:6]=2.[NH:30]1[CH2:33][CH:32]([N:34]2[CH2:39][CH2:38][O:37][CH2:36][CH2:35]2)[CH2:31]1.C([O-])([O-])=O.[K+].[K+]. (3) The reactants are O1CCC[CH2:2]1.[Br:6][C:7]1[CH:8]=[C:9]([CH:16]=[O:17])[C:10]2[O:14][CH2:13][O:12][C:11]=2[CH:15]=1.C[Mg]Br. The catalyst is C(OCCCC)CCC. The product is [Br:6][C:7]1[CH:8]=[C:9]([CH:16]([OH:17])[CH3:2])[C:10]2[O:14][CH2:13][O:12][C:11]=2[CH:15]=1. The yield is 0.654. (4) The reactants are [Cl:1][C:2]1[CH:3]=[C:4]([C@@H:9](O)[CH2:10][CH3:11])[CH:5]=[CH:6][C:7]=1[Cl:8].[C:13]1(=[O:23])[C:21]2[C:16](=[CH:17][CH:18]=[CH:19][CH:20]=2)[C:15](=[O:22])[NH:14]1.C1C=CC(P(C2C=CC=CC=2)C2C=CC=CC=2)=CC=1.CC(OC(/N=N/C(OC(C)C)=O)=O)C.[OH-].[Na+]. The catalyst is C(Cl)Cl.C1COCC1. The product is [Cl:1][C:2]1[CH:3]=[C:4]([C@H:9]([N:14]2[C:15](=[O:22])[C:16]3[C:21](=[CH:20][CH:19]=[CH:18][CH:17]=3)[C:13]2=[O:23])[CH2:10][CH3:11])[CH:5]=[CH:6][C:7]=1[Cl:8]. The yield is 0.320. (5) The reactants are C([O-])(O)=O.[Na+].[CH3:6][C:7]1([CH3:23])[O:11][CH:10]([C@@H:12]([OH:22])[C@@H:12]([CH:10]2[CH2:9][O:8][C:7]([CH3:23])([CH3:6])[O:11]2)[OH:22])[CH2:9][O:8]1. The catalyst is C(Cl)Cl. The product is [CH3:6][C:7]1([CH3:23])[O:11][C@@H:10]([CH:12]=[O:22])[CH2:9][O:8]1. The yield is 0.420. (6) The reactants are [C:1]([N:5]1[C:13]2[C:8](=[CH:9][C:10]([N+:14]([O-])=O)=[CH:11][CH:12]=2)[CH:7]=[CH:6]1)([CH3:4])([CH3:3])[CH3:2]. The catalyst is CO.[Ni]. The product is [C:1]([N:5]1[C:13]2[C:8](=[CH:9][C:10]([NH2:14])=[CH:11][CH:12]=2)[CH:7]=[CH:6]1)([CH3:4])([CH3:2])[CH3:3]. The yield is 0.450. (7) The reactants are [F:1][C:2]([F:14])([F:13])[O:3][C:4]1[CH:5]=[C:6]([CH:10]=[CH:11][CH:12]=1)[C:7]([OH:9])=O.C(Cl)(=O)C(Cl)=O.O1CCCC1.[NH2:26][C:27]1[CH:28]=[CH:29][C:30]([O:49][CH3:50])=[C:31]([CH:48]=1)[O:32][C:33]1[CH:34]=[CH:35][C:36]2[N:37]([CH:39]=[C:40]([NH:42][C:43]([CH:45]3[CH2:47][CH2:46]3)=[O:44])[N:41]=2)[N:38]=1. The catalyst is CN(C)C=O.CN1CCCC1=O. The product is [CH:45]1([C:43]([NH:42][C:40]2[N:41]=[C:36]3[CH:35]=[CH:34][C:33]([O:32][C:31]4[CH:48]=[C:27]([NH:26][C:7](=[O:9])[C:6]5[CH:10]=[CH:11][CH:12]=[C:4]([O:3][C:2]([F:1])([F:14])[F:13])[CH:5]=5)[CH:28]=[CH:29][C:30]=4[O:49][CH3:50])=[N:38][N:37]3[CH:39]=2)=[O:44])[CH2:46][CH2:47]1. The yield is 0.540. (8) The reactants are [Cl:1][C:2]1[CH:3]=[C:4]([CH:8]([C:16]2([OH:22])[CH2:21][CH2:20][CH2:19][CH2:18][CH2:17]2)[CH2:9][N:10]2[CH2:15][CH2:14][NH:13][CH2:12][CH2:11]2)[CH:5]=[CH:6][CH:7]=1.[CH3:23][O:24][C:25]1[CH:26]=[C:27]2[C:32](=[CH:33][CH:34]=1)[CH:31]=[C:30]([CH:35]=O)[CH:29]=[CH:28]2.C(O[BH-](OC(=O)C)OC(=O)C)(=O)C.[Na+]. The catalyst is ClC(Cl)C. The product is [ClH:1].[ClH:1].[Cl:1][C:2]1[CH:3]=[C:4]([CH:8]([C:16]2([OH:22])[CH2:17][CH2:18][CH2:19][CH2:20][CH2:21]2)[CH2:9][N:10]2[CH2:15][CH2:14][N:13]([CH2:35][C:30]3[CH:29]=[CH:28][C:27]4[C:32](=[CH:33][CH:34]=[C:25]([O:24][CH3:23])[CH:26]=4)[CH:31]=3)[CH2:12][CH2:11]2)[CH:5]=[CH:6][CH:7]=1. The yield is 0.640. (9) The yield is 0.880. The reactants are [CH2:1]([O:3][C:4](=[O:21])[CH2:5][C:6]1[CH:11]=[CH:10][C:9]([N+:12]([O-])=O)=[C:8]([O:15][CH2:16][C:17]([F:20])([F:19])[F:18])[CH:7]=1)[CH3:2].[Sn](Cl)Cl.O. The product is [CH2:1]([O:3][C:4](=[O:21])[CH2:5][C:6]1[CH:11]=[CH:10][C:9]([NH2:12])=[C:8]([O:15][CH2:16][C:17]([F:19])([F:20])[F:18])[CH:7]=1)[CH3:2]. The catalyst is C(O)C. (10) The reactants are [Cl:1][C:2]1[C:3]([CH2:18][N:19]2C(=O)C3C(=CC=CC=3)C2=O)=[CH:4][C:5]([C:8]2[CH:9]=[N:10][C:11]([C:14]([F:17])([F:16])[F:15])=[N:12][CH:13]=2)=[N:6][CH:7]=1.NN.O. The catalyst is CO. The product is [Cl:1][C:2]1[C:3]([CH2:18][NH2:19])=[CH:4][C:5]([C:8]2[CH:13]=[N:12][C:11]([C:14]([F:16])([F:17])[F:15])=[N:10][CH:9]=2)=[N:6][CH:7]=1. The yield is 0.970.